This data is from TCR-epitope binding with 47,182 pairs between 192 epitopes and 23,139 TCRs. The task is: Binary Classification. Given a T-cell receptor sequence (or CDR3 region) and an epitope sequence, predict whether binding occurs between them. (1) The epitope is KRWIIMGLNK. The TCR CDR3 sequence is CASSLYGQGLSYGYTF. Result: 0 (the TCR does not bind to the epitope). (2) The epitope is NLVPMVATV. The TCR CDR3 sequence is CASSDSSTDTQYF. Result: 0 (the TCR does not bind to the epitope).